This data is from Forward reaction prediction with 1.9M reactions from USPTO patents (1976-2016). The task is: Predict the product of the given reaction. (1) Given the reactants [C:1]([C:4]1[C:9](=[O:10])[C:8]([O:11][CH3:12])=[CH:7][N:6]([C:13]2[CH:18]=[CH:17][C:16]([N:19]3[CH:23]=[CH:22][CH:21]=[N:20]3)=[CH:15][C:14]=2[F:24])[N:5]=1)(=O)[CH3:2].CO[C:27](OC)([N:29](C)C)[CH3:28], predict the reaction product. The product is: [F:24][C:14]1[CH:15]=[C:16]([N:19]2[CH:23]=[CH:22][CH:21]=[N:20]2)[CH:17]=[CH:18][C:13]=1[N:6]1[CH:7]=[C:8]([O:11][CH3:12])[C:9](=[O:10])[C:4]([C:1]2[N:6]([C:13]3[CH:18]=[CH:17][CH:16]=[CH:15][CH:14]=3)[N:29]=[C:27]([CH3:28])[CH:2]=2)=[N:5]1. (2) Given the reactants [CH3:1][O:2][N:3]1[CH2:8][CH2:7][CH:6](OS(C)(=O)=O)[CH2:5][CH2:4]1.[C-:14]#[N:15].[Na+].C(=O)(O)[O-].[Na+].O, predict the reaction product. The product is: [CH3:1][O:2][N:3]1[CH2:8][CH2:7][CH:6]([C:14]#[N:15])[CH2:5][CH2:4]1.